Dataset: Reaction yield outcomes from USPTO patents with 853,638 reactions. Task: Predict the reaction yield, written as a fraction of the theoretical maximum amount of product (1.0 means a 100% yield; for example, 0.34 means a 34% yield). (1) The reactants are [C:1]([CH2:3][C:4]([O:6][CH2:7][CH3:8])=[O:5])#[N:2].[F:9][C:10]1[CH:22]=[CH:21][C:13]([CH:14]=[CH:15][C:16]([O:18][CH2:19][CH3:20])=[O:17])=[CH:12][CH:11]=1.[O-]CC.[Na+]. The catalyst is C(O)(=O)C. The product is [C:1]([CH:3]([CH:14]([C:13]1[CH:12]=[CH:11][C:10]([F:9])=[CH:22][CH:21]=1)[CH2:15][C:16]([O:18][CH2:19][CH3:20])=[O:17])[C:4]([O:6][CH2:7][CH3:8])=[O:5])#[N:2]. The yield is 0.740. (2) The reactants are [CH:1]1([C:4]2[CH:5]=[CH:6][C:7]([NH:15][C:16]3[CH:17]=[N:18][C:19]([C:23]4[CH:28]=[CH:27][CH:26]=[CH:25][CH:24]=4)=[C:20]([CH3:22])[CH:21]=3)=[C:8]([CH:14]=2)[C:9]([O:11]CC)=[O:10])[CH2:3][CH2:2]1.[OH-].[Na+]. The catalyst is C(O)C.O.CO.N. The product is [CH:1]1([C:4]2[CH:5]=[CH:6][C:7]([NH:15][C:16]3[CH:17]=[N:18][C:19]([C:23]4[CH:24]=[CH:25][CH:26]=[CH:27][CH:28]=4)=[C:20]([CH3:22])[CH:21]=3)=[C:8]([CH:14]=2)[C:9]([OH:11])=[O:10])[CH2:3][CH2:2]1. The yield is 0.290. (3) The product is [Cl:14][Si:13]([Cl:15])([CH2:12][CH2:11][Si:10]([Cl:17])([Cl:16])[Cl:9])[CH2:2][CH2:1][Si:3]([CH2:7][CH2:8][Si:13]([Cl:15])([Cl:14])[CH2:12][CH2:11][Si:10]([Cl:17])([Cl:16])[Cl:9])([CH2:5][CH2:6][Si:13]([Cl:15])([Cl:14])[CH2:12][CH2:11][Si:10]([Cl:17])([Cl:16])[Cl:9])[Cl:4]. The yield is 0.660. The reactants are [CH:1]([Si:3]([CH:7]=[CH2:8])([CH:5]=[CH2:6])[Cl:4])=[CH2:2].[Cl:9][Si:10]([Cl:17])([Cl:16])[CH2:11][CH2:12][SiH:13]([Cl:15])[Cl:14]. No catalyst specified. (4) The reactants are [CH2:1]([CH:8]([CH2:12][C:13]([OH:15])=[O:14])[C:9]([OH:11])=O)[C:2]1[CH:7]=[CH:6][CH:5]=[CH:4][CH:3]=1. The catalyst is FC(F)(F)C(OC(=O)C(F)(F)F)=O. The product is [CH2:1]([CH:8]1[CH2:12][C:13](=[O:14])[O:15][C:9]1=[O:11])[C:2]1[CH:3]=[CH:4][CH:5]=[CH:6][CH:7]=1. The yield is 0.940.